This data is from Forward reaction prediction with 1.9M reactions from USPTO patents (1976-2016). The task is: Predict the product of the given reaction. (1) Given the reactants [Cl:1][C:2]1[CH:3]=[C:4]([C:9]2([CH3:24])[CH2:14][CH2:13][CH2:12][CH:11](OS(C)(=O)=O)[CH:10]2[C:20]([O:22][CH3:23])=[O:21])[CH:5]=[CH:6][C:7]=1[Cl:8].C1CCN2C(=NCCC2)CC1.O, predict the reaction product. The product is: [Cl:1][C:2]1[CH:3]=[C:4]([C:9]2([CH3:24])[C:10]([C:20]([O:22][CH3:23])=[O:21])=[CH:11][CH2:12][CH2:13][CH2:14]2)[CH:5]=[CH:6][C:7]=1[Cl:8]. (2) Given the reactants Cl[C:2]1[C:11]2[C:6](=[CH:7][C:8]([O:14][CH3:15])=[C:9]([O:12][CH3:13])[CH:10]=2)[N:5]=[CH:4][CH:3]=1.[CH2:16]([C:23]1[CH:28]=[CH:27][N:26]([C:29]2[CH:34]=[CH:33][C:32]([OH:35])=[C:31]([F:36])[CH:30]=2)[C:25](=[O:37])[CH:24]=1)[C:17]1[CH:22]=[CH:21][CH:20]=[CH:19][CH:18]=1, predict the reaction product. The product is: [CH2:16]([C:23]1[CH:28]=[CH:27][N:26]([C:29]2[CH:34]=[CH:33][C:32]([O:35][C:2]3[C:11]4[C:6](=[CH:7][C:8]([O:14][CH3:15])=[C:9]([O:12][CH3:13])[CH:10]=4)[N:5]=[CH:4][CH:3]=3)=[C:31]([F:36])[CH:30]=2)[C:25](=[O:37])[CH:24]=1)[C:17]1[CH:18]=[CH:19][CH:20]=[CH:21][CH:22]=1.